The task is: Predict the reactants needed to synthesize the given product.. This data is from Full USPTO retrosynthesis dataset with 1.9M reactions from patents (1976-2016). (1) Given the product [Cl:15][C:12]1[CH:13]=[CH:14][C:9]([NH:8][C:4]2[CH:5]=[N:6][CH:7]=[C:2]([S:20]([CH3:19])(=[O:22])=[O:21])[CH:3]=2)=[C:10]([N+:16]([O-:18])=[O:17])[CH:11]=1, predict the reactants needed to synthesize it. The reactants are: Br[C:2]1[CH:3]=[C:4]([NH:8][C:9]2[CH:14]=[CH:13][C:12]([Cl:15])=[CH:11][C:10]=2[N+:16]([O-:18])=[O:17])[CH:5]=[N:6][CH:7]=1.[CH3:19][S:20]([O-:22])=[O:21].[Na+].C1CN[C@H](C(O)=O)C1.[OH-].[Na+]. (2) Given the product [CH3:15][N:3]1[CH2:2][CH:1]=[N:5][C:4]1=[C:6]1[N:10]=[CH:9][CH:8]=[N:7]1, predict the reactants needed to synthesize it. The reactants are: [CH:1]1[NH:5][C:4]([C:6]2[NH:10][CH:9]=[CH:8][N:7]=2)=[N:3][CH:2]=1.[H-].[Na+].CI.[C:15](OCC)(=O)C.